Predict the reactants needed to synthesize the given product. From a dataset of Retrosynthesis with 50K atom-mapped reactions and 10 reaction types from USPTO. The reactants are: O=Cc1ccc(C=CC2CC2)s1. Given the product OCc1ccc(C=CC2CC2)s1, predict the reactants needed to synthesize it.